Dataset: Peptide-MHC class II binding affinity with 134,281 pairs from IEDB. Task: Regression. Given a peptide amino acid sequence and an MHC pseudo amino acid sequence, predict their binding affinity value. This is MHC class II binding data. The peptide sequence is CPFSNRVWNSFQIEE. The MHC is DRB1_0801 with pseudo-sequence DRB1_0801. The binding affinity (normalized) is 0.315.